From a dataset of TCR-epitope binding with 47,182 pairs between 192 epitopes and 23,139 TCRs. Binary Classification. Given a T-cell receptor sequence (or CDR3 region) and an epitope sequence, predict whether binding occurs between them. (1) The TCR CDR3 sequence is CASSLSWGGFYNEQFF. The epitope is TPRVTGGGAM. Result: 1 (the TCR binds to the epitope). (2) The epitope is SLFNTVATLY. The TCR CDR3 sequence is CASSLGQGYEQYF. Result: 0 (the TCR does not bind to the epitope). (3) The epitope is PROT_97E67BCC. The TCR CDR3 sequence is CASSQLTSRTYEQYF. Result: 1 (the TCR binds to the epitope). (4) The epitope is FRYMNSQGL. The TCR CDR3 sequence is CASSLGSSYNEQFF. Result: 0 (the TCR does not bind to the epitope). (5) The TCR CDR3 sequence is CASRSTGSQETQYF. Result: 0 (the TCR does not bind to the epitope). The epitope is GILGFVFTL.